This data is from Retrosynthesis with 50K atom-mapped reactions and 10 reaction types from USPTO. The task is: Predict the reactants needed to synthesize the given product. Given the product CC(C)(C)[Si](C)(C)OCc1ccc(O)cc1, predict the reactants needed to synthesize it. The reactants are: CC(C)(C)[Si](C)(C)OCc1ccc(O[Si](C)(C)C(C)(C)C)cc1.